Dataset: Full USPTO retrosynthesis dataset with 1.9M reactions from patents (1976-2016). Task: Predict the reactants needed to synthesize the given product. (1) Given the product [OH:16][C:17]1[C:30]2[C:29](=[O:31])[C:28]3[C:23](=[CH:24][CH:25]=[CH:26][CH:27]=3)[S:22][C:21]=2[CH:20]=[C:19]([O:32][CH2:8][O:9][CH2:10][CH2:11][Si:12]([CH3:15])([CH3:14])[CH3:13])[CH:18]=1, predict the reactants needed to synthesize it. The reactants are: C(=O)([O-])[O-].[Cs+].[Cs+].Cl[CH2:8][O:9][CH2:10][CH2:11][Si:12]([CH3:15])([CH3:14])[CH3:13].[OH:16][C:17]1[C:30]2[C:29](=[O:31])[C:28]3[C:23](=[CH:24][CH:25]=[CH:26][CH:27]=3)[S:22][C:21]=2[CH:20]=[C:19]([OH:32])[CH:18]=1.[Cl-].[NH4+]. (2) Given the product [C:16]([O:20][C:21]([N:23]1[CH2:24][CH:25]2[CH:29]([CH2:28][N:27]([CH2:4][C:3]3[CH:6]=[CH:7][C:8]([F:10])=[CH:9][C:2]=3[F:1])[CH2:26]2)[CH2:30]1)=[O:22])([CH3:19])([CH3:17])[CH3:18], predict the reactants needed to synthesize it. The reactants are: [F:1][C:2]1[CH:9]=[C:8]([F:10])[CH:7]=[CH:6][C:3]=1[CH:4]=O.O1CCCC1.[C:16]([O:20][C:21]([N:23]1[CH2:30][CH:29]2[CH:25]([CH2:26][NH:27][CH2:28]2)[CH2:24]1)=[O:22])([CH3:19])([CH3:18])[CH3:17].C(O[BH-](OC(=O)C)OC(=O)C)(=O)C.[Na+]. (3) Given the product [C:6]([C:8]([NH2:12])([OH:11])[CH2:9][CH3:10])([O:5][C:1]([CH3:2])([CH3:4])[CH3:3])=[O:7].[OH:15][C:14]([CH2:16][C:17]1[CH:28]=[CH:27][C:20]([C:21]2[CH:26]=[CH:25][CH:24]=[CH:23][CH:22]=2)=[CH:19][CH:18]=1)=[O:13], predict the reactants needed to synthesize it. The reactants are: [C:1]([O:5][C:6]([C:8]([NH2:12])([OH:11])[CH2:9][CH3:10])=[O:7])([CH3:4])([CH3:3])[CH3:2].[OH:13][C:14]([CH2:16][C:17]1[CH:28]=[CH:27][C:20]([C:21]2[CH:26]=[CH:25][CH:24]=[CH:23][CH:22]=2)=[CH:19][CH:18]=1)=[O:15].O1CCOCC1.ClCCl.CCN=C=NCCCN(C)C.Cl. (4) Given the product [NH:1]1[C:5]2[CH:6]=[CH:7][C:8]([C:10]([N:12]3[CH2:13][C@H:14]4[C@H:20]([CH2:19][CH2:18][N:17]([C:22](=[O:36])/[CH:23]=[CH:24]/[C:25]5[CH:30]=[CH:29][C:28]([S:31]([C:32]([F:35])([F:34])[F:33])=[O:37])=[CH:27][CH:26]=5)[CH2:16][CH2:15]4)[CH2:21]3)=[O:11])=[CH:9][C:4]=2[N:3]=[N:2]1, predict the reactants needed to synthesize it. The reactants are: [NH:1]1[C:5]2[CH:6]=[CH:7][C:8]([C:10]([N:12]3[CH2:21][C@H:20]4[C@H:14]([CH2:15][CH2:16][N:17]([C:22](=[O:36])/[CH:23]=[CH:24]/[C:25]5[CH:30]=[CH:29][C:28]([S:31][C:32]([F:35])([F:34])[F:33])=[CH:27][CH:26]=5)[CH2:18][CH2:19]4)[CH2:13]3)=[O:11])=[CH:9][C:4]=2[N:3]=[N:2]1.[OH:37]O. (5) Given the product [CH2:23]([C:25]1[CH:30]=[CH:29][C:28]([O:16][C@H:14]([CH3:15])[CH2:13][CH2:12][O:11][C:8]2[CH:9]=[CH:10][C:5]([CH2:4][C:3]([OH:2])=[O:22])=[CH:6][C:7]=2[CH3:21])=[C:27]([C:32]2[CH:37]=[CH:36][CH:35]=[CH:34][N:33]=2)[CH:26]=1)[CH3:24], predict the reactants needed to synthesize it. The reactants are: C[O:2][C:3](=[O:22])[CH2:4][C:5]1[CH:10]=[CH:9][C:8]([O:11][CH2:12][CH2:13][CH:14]([O:16]S(C)(=O)=O)[CH3:15])=[C:7]([CH3:21])[CH:6]=1.[CH2:23]([C:25]1[CH:30]=[CH:29][C:28](O)=[C:27]([C:32]2[CH:37]=[CH:36][CH:35]=[CH:34][N:33]=2)[CH:26]=1)[CH3:24].